From a dataset of Forward reaction prediction with 1.9M reactions from USPTO patents (1976-2016). Predict the product of the given reaction. (1) Given the reactants Cl[C:2]1[N:7]=[CH:6][N:5]=[C:4]2[N:8]([C:11]3[CH:16]=[CH:15][C:14]([O:17][CH3:18])=[CH:13][CH:12]=3)[N:9]=[CH:10][C:3]=12.[NH2:19][C:20]1[CH:21]=[C:22]([NH:27][C:28](=[O:39])[C:29]2[CH:34]=[CH:33][N:32]=[C:31]([C:35]([F:38])([F:37])[F:36])[CH:30]=2)[CH:23]=[CH:24][C:25]=1[CH3:26], predict the reaction product. The product is: [CH3:18][O:17][C:14]1[CH:15]=[CH:16][C:11]([N:8]2[C:4]3=[N:5][CH:6]=[N:7][C:2]([NH:19][C:20]4[CH:21]=[C:22]([NH:27][C:28](=[O:39])[C:29]5[CH:34]=[CH:33][N:32]=[C:31]([C:35]([F:38])([F:36])[F:37])[CH:30]=5)[CH:23]=[CH:24][C:25]=4[CH3:26])=[C:3]3[CH:10]=[N:9]2)=[CH:12][CH:13]=1. (2) Given the reactants [CH3:1][O:2][C:3]1[CH:43]=[CH:42][C:6]([C:7]([NH:9][N:10]([C:18]2[CH:23]=[C:22]([C:24]3[CH2:28][C:27]([C:33]4[CH:38]=[C:37]([Cl:39])[CH:36]=[C:35]([Cl:40])[CH:34]=4)([C:29]([F:32])([F:31])[F:30])[O:26][N:25]=3)[CH:21]=[CH:20][C:19]=2[Cl:41])C(OC(C)(C)C)=O)=[O:8])=[CH:5][CH:4]=1.FC(F)(F)C(O)=O, predict the reaction product. The product is: [Cl:41][C:19]1[CH:20]=[CH:21][C:22]([C:24]2[CH2:28][C:27]([C:33]3[CH:34]=[C:35]([Cl:40])[CH:36]=[C:37]([Cl:39])[CH:38]=3)([C:29]([F:32])([F:30])[F:31])[O:26][N:25]=2)=[CH:23][C:18]=1[NH:10][NH:9][C:7](=[O:8])[C:6]1[CH:42]=[CH:43][C:3]([O:2][CH3:1])=[CH:4][CH:5]=1. (3) Given the reactants Br[C:2]1[C:10]2[C:5](=[CH:6][CH:7]=[CH:8][CH:9]=2)[N:4]([CH2:11][CH2:12][CH2:13][O:14][C:15]2[C:24]3[C:19](=[CH:20][CH:21]=[CH:22][CH:23]=3)[CH:18]=[CH:17][CH:16]=2)[C:3]=1[C:25]([O:27][CH2:28][CH3:29])=[O:26].F[B-](F)(F)F.[C:44](P([C:44]([CH3:47])([CH3:46])[CH3:45])[C:44]([CH3:47])([CH3:46])[CH3:45])([CH3:47])([CH3:46])[CH3:45].[F-].[Cs+].[CH2:50]1[CH2:54]OC[CH2:51]1, predict the reaction product. The product is: [C:15]1([O:14][CH2:13][CH2:12][CH2:11][N:4]2[C:5]3[C:10](=[CH:9][CH:8]=[CH:7][CH:6]=3)[C:2]([C:47]3[CH:54]=[CH:50][CH:51]=[CH:46][C:44]=3[CH3:45])=[C:3]2[C:25]([O:27][CH2:28][CH3:29])=[O:26])[C:24]2[C:19](=[CH:20][CH:21]=[CH:22][CH:23]=2)[CH:18]=[CH:17][CH:16]=1. (4) Given the reactants C[O:2][C:3]([CH2:5][CH2:6][NH:7][C:8]([C:10]1([CH2:23][CH2:24][CH2:25][CH2:26][N:27]2[CH2:32][CH2:31][N:30]([C:33]3[CH:42]=[CH:41][C:40]4[C:35](=[CH:36][CH:37]=[CH:38][CH:39]=4)[N:34]=3)[CH2:29][CH2:28]2)[C:22]2[CH:21]=[CH:20][CH:19]=[CH:18][C:17]=2[C:16]2[C:11]1=[CH:12][CH:13]=[CH:14][CH:15]=2)=[O:9])=[O:4], predict the reaction product. The product is: [C:3]([CH2:5][CH2:6][NH:7][C:8]([C:10]1([CH2:23][CH2:24][CH2:25][CH2:26][N:27]2[CH2:28][CH2:29][N:30]([C:33]3[CH:42]=[CH:41][C:40]4[C:35](=[CH:36][CH:37]=[CH:38][CH:39]=4)[N:34]=3)[CH2:31][CH2:32]2)[C:11]2[CH:12]=[CH:13][CH:14]=[CH:15][C:16]=2[C:17]2[C:22]1=[CH:21][CH:20]=[CH:19][CH:18]=2)=[O:9])([OH:4])=[O:2]. (5) Given the reactants [NH2:1][C:2]1[N:7]=[C:6]([C:8]([NH:10][CH:11]([C:13]2[CH:14]=[N:15][C:16]([O:19][CH2:20][C:21]([F:24])([F:23])[F:22])=[CH:17][CH:18]=2)[CH3:12])=[O:9])[CH:5]=[CH:4][N:3]=1.[C:25](Cl)(=[O:29])[CH:26]([CH3:28])[CH3:27], predict the reaction product. The product is: [C:25]([NH:1][C:2]1[N:7]=[C:6]([C:8]([NH:10][CH:11]([C:13]2[CH:14]=[N:15][C:16]([O:19][CH2:20][C:21]([F:23])([F:24])[F:22])=[CH:17][CH:18]=2)[CH3:12])=[O:9])[CH:5]=[CH:4][N:3]=1)(=[O:29])[CH:26]([CH3:28])[CH3:27].